Dataset: Forward reaction prediction with 1.9M reactions from USPTO patents (1976-2016). Task: Predict the product of the given reaction. (1) Given the reactants P(Cl)(Cl)([Cl:3])=O.[CH3:6][C:7]1[NH:8][C:9](=O)[C:10]([C:13]([O:15][CH3:16])=[O:14])=[CH:11][N:12]=1, predict the reaction product. The product is: [Cl:3][C:9]1[C:10]([C:13]([O:15][CH3:16])=[O:14])=[CH:11][N:12]=[C:7]([CH3:6])[N:8]=1. (2) The product is: [CH2:5]1[C:6]2[C:11](=[CH:10][CH:9]=[CH:8][CH:7]=2)[CH2:12][CH2:13][N:4]1[CH2:1][C:2]#[C:3][C:15]1[C:16]([NH:23][CH2:24][C:25]([CH3:28])([CH3:27])[CH3:26])=[N:17][C:18]([C:21]#[N:22])=[N:19][CH:20]=1. Given the reactants [CH2:1]([N:4]1[CH2:13][CH2:12][C:11]2[C:6](=[CH:7][CH:8]=[CH:9][CH:10]=2)[CH2:5]1)[C:2]#[CH:3].Br[C:15]1[C:16]([NH:23][CH2:24][C:25]([CH3:28])([CH3:27])[CH3:26])=[N:17][C:18]([C:21]#[N:22])=[N:19][CH:20]=1.C(P(C(C)(C)C)C(C)(C)C)(C)(C)C.C(NC(C)C)(C)C, predict the reaction product. (3) The product is: [CH:1]1([NH:4][C:5]2[C:10]([C:11]([NH2:13])=[O:12])=[CH:9][N:8]=[C:7]([NH:14][C:15]3[CH:16]=[CH:17][C:18]([CH:21]4[CH2:26][CH2:25][N:24]([C:27]([N:28]5[CH2:29][CH2:36][O:35][CH2:34][CH2:30]5)=[O:31])[CH2:23][CH2:22]4)=[CH:19][CH:20]=3)[N:6]=2)[CH2:2][CH2:3]1. Given the reactants [CH:1]1([NH:4][C:5]2[C:10]([C:11]([NH2:13])=[O:12])=[CH:9][N:8]=[C:7]([NH:14][C:15]3[CH:20]=[CH:19][C:18]([CH:21]4[CH2:26][CH2:25][N:24]([C:27](=[O:31])[N:28]([CH3:30])[CH3:29])[CH2:23][CH2:22]4)=[CH:17][CH:16]=3)[N:6]=2)[CH2:3][CH2:2]1.N1(C(Cl)=O)C[CH2:36][O:35][CH2:34]C1, predict the reaction product.